From a dataset of Reaction yield outcomes from USPTO patents with 853,638 reactions. Predict the reaction yield, written as a fraction of the theoretical maximum amount of product (1.0 means a 100% yield; for example, 0.34 means a 34% yield). (1) The reactants are Br[C:2]1[CH:7]=[CH:6][N:5]=[C:4]([O:8][CH3:9])[C:3]=1Br.[F:11][C:12]([F:22])([F:21])[C:13]1[N:18]=[CH:17][C:16]([CH2:19][OH:20])=[CH:15][CH:14]=1.CC1C=NC2C(C=1C)=CC=C1C=2N=CC(C)=C1C.C([O-])([O-])=O.[Cs+].[Cs+]. The catalyst is C1(C)C=CC=CC=1.[Cu]I. The product is [CH3:9][O:8][C:4]1[CH:3]=[C:2]([O:20][CH2:19][C:16]2[CH:17]=[N:18][C:13]([C:12]([F:22])([F:11])[F:21])=[CH:14][CH:15]=2)[CH:7]=[CH:6][N:5]=1. The yield is 0.720. (2) The reactants are [F:1][C:2]([F:15])([F:14])[C:3]1[CH:4]=[CH:5][CH:6]=[C:7]2[C:11]=1[NH:10][C:9](=[O:12])[C:8]2=O.[OH-:16].[K+].[CH:18]1([C:26](=O)[CH2:27][OH:28])[C:21]2[CH:22]=[CH:23][CH:24]=[CH:25][C:20]=2[CH2:19]1. The catalyst is C(O)C. The product is [CH:18]1([C:26]2[C:27]([OH:28])=[C:8]([C:9]([OH:16])=[O:12])[C:7]3[C:11](=[C:3]([C:2]([F:15])([F:14])[F:1])[CH:4]=[CH:5][CH:6]=3)[N:10]=2)[C:21]2[CH:22]=[CH:23][CH:24]=[CH:25][C:20]=2[CH2:19]1. The yield is 0.0580. (3) The reactants are Cl.[NH2:2][C:3]1([C:6]([N:8]2[C:17]3[C:12](=[CH:13][CH:14]=[CH:15][CH:16]=3)[N:11]([CH:18]3[CH2:20][CH2:19]3)[CH2:10][CH2:9]2)=[O:7])[CH2:5][CH2:4]1.Cl.Br[CH2:23][C:24]1[CH:25]=[C:26]([CH2:31][CH2:32][C:33]([O:35][C:36]([CH3:39])([CH3:38])[CH3:37])=[O:34])[CH:27]=[CH:28][C:29]=1[Cl:30].CCN(C(C)C)C(C)C. The catalyst is O1CCOCC1.C(#N)C. The product is [Cl:30][C:29]1[CH:28]=[CH:27][C:26]([CH2:31][CH2:32][C:33]([O:35][C:36]([CH3:38])([CH3:37])[CH3:39])=[O:34])=[CH:25][C:24]=1[CH2:23][NH:2][C:3]1([C:6]([N:8]2[C:17]3[C:12](=[CH:13][CH:14]=[CH:15][CH:16]=3)[N:11]([CH:18]3[CH2:19][CH2:20]3)[CH2:10][CH2:9]2)=[O:7])[CH2:5][CH2:4]1. The yield is 0.760. (4) The reactants are [CH:1]1([CH2:6][CH:7]([C:11]2[CH:16]=[CH:15][CH:14]=[C:13]([C:17]([F:20])([F:19])[F:18])[CH:12]=2)[C:8]([OH:10])=O)[CH2:5][CH2:4][CH2:3][CH2:2]1.C(Cl)(=O)C(Cl)=O.C(N(CC)C(C)C)(C)C.[NH2:36][C:37]1[CH:42]=[CH:41][N:40]=[CH:39][N:38]=1. The catalyst is C(Cl)Cl.CN(C)C=O.O1CCCC1. The product is [CH:1]1([CH2:6][CH:7]([C:11]2[CH:16]=[CH:15][CH:14]=[C:13]([C:17]([F:20])([F:19])[F:18])[CH:12]=2)[C:8]([NH:36][C:37]2[CH:42]=[CH:41][N:40]=[CH:39][N:38]=2)=[O:10])[CH2:2][CH2:3][CH2:4][CH2:5]1. The yield is 0.880. (5) The reactants are Br[C:2]1[C:3]([F:10])=[C:4]([NH2:9])[CH:5]=[CH:6][C:7]=1[F:8].[F:11][C:12]1[C:13](B2OC(C)(C)C(C)(C)O2)=[C:14]([CH:17]=[CH:18][CH:19]=1)[C:15]#[N:16].[F-].[K+].C(P(C(C)(C)C)C(C)(C)C)(C)(C)C. The catalyst is O1CCCC1.O1CCOCC1.C1C=CC(/C=C/C(/C=C/C2C=CC=CC=2)=O)=CC=1.C1C=CC(/C=C/C(/C=C/C2C=CC=CC=2)=O)=CC=1.C1C=CC(/C=C/C(/C=C/C2C=CC=CC=2)=O)=CC=1.[Pd].[Pd]. The product is [NH2:9][C:4]1[C:3]([F:10])=[C:2]([C:13]2[C:14]([C:15]#[N:16])=[CH:17][CH:18]=[CH:19][C:12]=2[F:11])[C:7]([F:8])=[CH:6][CH:5]=1. The yield is 0.670. (6) The reactants are [CH3:1][C@H:2]1[CH2:7][NH:6][C@H:5]([CH3:8])[CH2:4][N:3]1[C:9]([O:11][CH2:12][CH3:13])=[O:10].[CH2:14](Br)[CH:15]=[CH2:16].C(=O)([O-])[O-].[Na+].[Na+]. The catalyst is C(#N)C. The product is [CH2:16]([N:6]1[C@H:5]([CH3:8])[CH2:4][N:3]([C:9]([O:11][CH2:12][CH3:13])=[O:10])[C@@H:2]([CH3:1])[CH2:7]1)[CH:15]=[CH2:14]. The yield is 0.810. (7) The reactants are Br[C:2]1[CH:3]=[C:4]([C:8]([O:10][CH3:11])=[O:9])[S:5][C:6]=1[Cl:7].[CH3:12][N:13]1[CH:17]=[CH:16][CH:15]=[N:14]1.C(=O)([O-])[O-].[K+].[K+].C(OCC)(=O)C.CCCCCC. The catalyst is O1CCOCC1.O. The product is [Cl:7][C:6]1[S:5][C:4]([C:8]([O:10][CH3:11])=[O:9])=[CH:3][C:2]=1[C:17]1[N:13]([CH3:12])[N:14]=[CH:15][CH:16]=1. The yield is 0.340. (8) The reactants are [BH4-].[Na+].[O:3]1CCCC1.[C:8]([CH2:10][C:11]1[C:12]([N+:27]([O-:29])=[O:28])=[C:13]([C:17]2C=CC=CC=2C(OC)=O)[CH:14]=[CH:15][CH:16]=1)#[N:9].CO. The catalyst is C(OCC)(=O)C.O. The product is [OH:3][CH2:17][C:13]1[C:12]([N+:27]([O-:29])=[O:28])=[C:11]([CH2:10][C:8]#[N:9])[CH:16]=[CH:15][CH:14]=1. The yield is 0.760. (9) The reactants are C(O[C:4](=[O:32])/[CH:5]=[CH:6]/[C:7]1[C:8]([NH:23][C:24]2[C:29]([F:30])=[CH:28][CH:27]=[CH:26][C:25]=2[F:31])=[N:9][C:10](SC)=[N:11][C:12]=1[C:13]1[CH:18]=[CH:17][C:16]([F:19])=[CH:15][C:14]=1[CH3:20])C.[CH3:33][O-:34].[Na+]. The product is [F:30][C:29]1[CH:28]=[CH:27][CH:26]=[C:25]([F:31])[C:24]=1[N:23]1[C:8]2[N:9]=[C:10]([O:34][CH3:33])[N:11]=[C:12]([C:13]3[CH:18]=[CH:17][C:16]([F:19])=[CH:15][C:14]=3[CH3:20])[C:7]=2[CH:6]=[CH:5][C:4]1=[O:32]. The yield is 0.830. The catalyst is CO.